Dataset: NCI-60 drug combinations with 297,098 pairs across 59 cell lines. Task: Regression. Given two drug SMILES strings and cell line genomic features, predict the synergy score measuring deviation from expected non-interaction effect. (1) Drug 1: CC1C(C(CC(O1)OC2CC(CC3=C2C(=C4C(=C3O)C(=O)C5=C(C4=O)C(=CC=C5)OC)O)(C(=O)C)O)N)O.Cl. Drug 2: CCN(CC)CCNC(=O)C1=C(NC(=C1C)C=C2C3=C(C=CC(=C3)F)NC2=O)C. Cell line: CCRF-CEM. Synergy scores: CSS=26.7, Synergy_ZIP=3.39, Synergy_Bliss=5.96, Synergy_Loewe=-34.2, Synergy_HSA=4.20. (2) Drug 1: COC1=NC(=NC2=C1N=CN2C3C(C(C(O3)CO)O)O)N. Drug 2: C1=CC=C(C(=C1)C(C2=CC=C(C=C2)Cl)C(Cl)Cl)Cl. Cell line: TK-10. Synergy scores: CSS=6.53, Synergy_ZIP=1.67, Synergy_Bliss=0.712, Synergy_Loewe=-5.14, Synergy_HSA=1.13. (3) Synergy scores: CSS=37.8, Synergy_ZIP=2.39, Synergy_Bliss=6.69, Synergy_Loewe=-62.0, Synergy_HSA=7.07. Drug 1: CCC1=CC2CC(C3=C(CN(C2)C1)C4=CC=CC=C4N3)(C5=C(C=C6C(=C5)C78CCN9C7C(C=CC9)(C(C(C8N6C)(C(=O)OC)O)OC(=O)C)CC)OC)C(=O)OC.C(C(C(=O)O)O)(C(=O)O)O. Drug 2: C1CN(P(=O)(OC1)NCCCl)CCCl. Cell line: IGROV1. (4) Drug 1: C1CN1C2=NC(=NC(=N2)N3CC3)N4CC4. Drug 2: CC1C(C(CC(O1)OC2CC(CC3=C2C(=C4C(=C3O)C(=O)C5=C(C4=O)C(=CC=C5)OC)O)(C(=O)C)O)N)O.Cl. Cell line: NCI-H226. Synergy scores: CSS=13.9, Synergy_ZIP=-7.63, Synergy_Bliss=-4.54, Synergy_Loewe=-17.8, Synergy_HSA=-4.43. (5) Drug 1: CS(=O)(=O)C1=CC(=C(C=C1)C(=O)NC2=CC(=C(C=C2)Cl)C3=CC=CC=N3)Cl. Drug 2: CCCS(=O)(=O)NC1=C(C(=C(C=C1)F)C(=O)C2=CNC3=C2C=C(C=N3)C4=CC=C(C=C4)Cl)F. Cell line: SK-MEL-2. Synergy scores: CSS=-1.44, Synergy_ZIP=2.82, Synergy_Bliss=7.97, Synergy_Loewe=-0.702, Synergy_HSA=2.06.